From a dataset of Peptide-MHC class I binding affinity with 185,985 pairs from IEDB/IMGT. Regression. Given a peptide amino acid sequence and an MHC pseudo amino acid sequence, predict their binding affinity value. This is MHC class I binding data. (1) The peptide sequence is TTCSVLVTVK. The MHC is HLA-A03:01 with pseudo-sequence HLA-A03:01. The binding affinity (normalized) is 0.394. (2) The peptide sequence is IVIYIVQML. The MHC is HLA-A02:02 with pseudo-sequence HLA-A02:02. The binding affinity (normalized) is 0.402. (3) The peptide sequence is KLWAQCVQL. The MHC is HLA-B27:05 with pseudo-sequence HLA-B27:05. The binding affinity (normalized) is 0.0847. (4) The peptide sequence is LINLVQYRIL. The MHC is HLA-A02:03 with pseudo-sequence HLA-A02:03. The binding affinity (normalized) is 0.286. (5) The peptide sequence is TYSAGIVQI. The MHC is HLA-B08:01 with pseudo-sequence HLA-B08:01. The binding affinity (normalized) is 0. (6) The peptide sequence is TTILGLLPM. The MHC is HLA-A02:19 with pseudo-sequence HLA-A02:19. The binding affinity (normalized) is 0.0847. (7) The peptide sequence is LMTHTWHAK. The MHC is HLA-A69:01 with pseudo-sequence HLA-A69:01. The binding affinity (normalized) is 0.0847.